Dataset: Full USPTO retrosynthesis dataset with 1.9M reactions from patents (1976-2016). Task: Predict the reactants needed to synthesize the given product. (1) Given the product [NH:25]1[CH2:24][CH2:11][CH:10]1[CH2:9][C@@H:12]([NH:13][C:14]1[CH:15]=[CH:16][C:17]([Cl:20])=[CH:18][CH:19]=1)[CH3:28], predict the reactants needed to synthesize it. The reactants are: C(OC(N1[CH2:11][CH2:10][C@H:9]1[CH2:12][NH:13][C:14]1[CH:19]=[CH:18][C:17]([Cl:20])=[CH:16][CH:15]=1)=O)(C)(C)C.C(=O)C.[C:24]([BH3-])#[N:25].[Na+].[C:28]([O-])(=O)C.[NH4+]. (2) Given the product [Br-:29].[C:1]([C:4]1[CH:5]=[N+:6]([CH2:28][C:27]2[CH:30]=[CH:31][CH:32]=[C:25]([Cl:24])[CH:26]=2)[CH:7]=[CH:8][C:9]=1[CH2:10][CH:11]1[CH2:20][CH2:19][C:18]2[C:13](=[CH:14][CH:15]=[C:16]([O:21][CH3:22])[CH:17]=2)[C:12]1=[O:23])(=[O:3])[CH3:2], predict the reactants needed to synthesize it. The reactants are: [C:1]([C:4]1[CH:5]=[N:6][CH:7]=[CH:8][C:9]=1[CH2:10][CH:11]1[CH2:20][CH2:19][C:18]2[C:13](=[CH:14][CH:15]=[C:16]([O:21][CH3:22])[CH:17]=2)[C:12]1=[O:23])(=[O:3])[CH3:2].[Cl:24][C:25]1[CH:26]=[C:27]([CH:30]=[CH:31][CH:32]=1)[CH2:28][Br:29]. (3) Given the product [F:1][C:2]1([F:24])[CH2:7][CH2:6][CH:5]([CH2:8][NH:9][C:10]([C:12]2[C:13]3[CH:14]=[CH:15][C:16]([N:38]4[CH2:39][CH2:40][C@@H:36]([N:35]([CH3:41])[CH3:34])[CH2:37]4)=[N:17][C:18]=3[CH:19]=[CH:20][C:21]=2[Cl:22])=[O:11])[CH2:4][CH2:3]1, predict the reactants needed to synthesize it. The reactants are: [F:1][C:2]1([F:24])[CH2:7][CH2:6][CH:5]([CH2:8][NH:9][C:10]([C:12]2[C:13]3[CH:14]=[CH:15][C:16](Cl)=[N:17][C:18]=3[CH:19]=[CH:20][C:21]=2[Cl:22])=[O:11])[CH2:4][CH2:3]1.CCN(C(C)C)C(C)C.[CH3:34][N:35]([CH3:41])[C@@H:36]1[CH2:40][CH2:39][NH:38][CH2:37]1. (4) Given the product [N:7]1[C:2]([C:21]2[CH:20]=[C:17]([CH:16]=[C:15]([Cl:14])[CH:22]=2)[C:18]#[N:19])=[CH:3][C:4]([C:8]2[CH:13]=[CH:12][N:11]=[CH:10][N:9]=2)=[N:5][CH:6]=1, predict the reactants needed to synthesize it. The reactants are: Cl[C:2]1[N:7]=[CH:6][N:5]=[C:4]([C:8]2[CH:13]=[CH:12][N:11]=[CH:10][N:9]=2)[CH:3]=1.[Cl:14][C:15]1[CH:16]=[C:17]([CH:20]=[C:21](B2OC(C)(C)C(C)(C)O2)[CH:22]=1)[C:18]#[N:19].ClC1C=C(C=C(C2C=C(C3C=CC=CN=3)N=CN=2)C=1)C#N. (5) Given the product [CH2:1]([O:3][C:4]([C:6]1([C:9]2[CH:10]=[CH:11][C:12]([C:15]3[CH:20]=[CH:19][C:18]([C:21]4[O:25][N:24]=[C:23]([CH3:26])[C:22]=4[NH:27][C:29]4[CH:34]=[CH:33][N:32]=[C:31]([C:35]5[CH:40]=[CH:39][CH:38]=[CH:37][C:36]=5[Cl:41])[CH:30]=4)=[CH:17][CH:16]=3)=[CH:13][CH:14]=2)[CH2:8][CH2:7]1)=[O:5])[CH3:2], predict the reactants needed to synthesize it. The reactants are: [CH2:1]([O:3][C:4]([C:6]1([C:9]2[CH:14]=[CH:13][C:12]([C:15]3[CH:20]=[CH:19][C:18]([C:21]4[O:25][N:24]=[C:23]([CH3:26])[C:22]=4[NH2:27])=[CH:17][CH:16]=3)=[CH:11][CH:10]=2)[CH2:8][CH2:7]1)=[O:5])[CH3:2].Br[C:29]1[CH:34]=[CH:33][N:32]=[C:31]([C:35]2[CH:40]=[CH:39][CH:38]=[CH:37][C:36]=2[Cl:41])[CH:30]=1. (6) The reactants are: [CH3:1][O:2][C:3]1[CH:4]=[N:5][C:6]2[C:11]([CH:12]=1)=[CH:10][C:9]([CH2:13][C:14](OC(C)(C)C)=O)=[CH:8][CH:7]=2.[C:21]1([C:27]2[N:32]=[N:31][C:30]([NH:33][NH2:34])=[CH:29][CH:28]=2)[CH:26]=[CH:25][CH:24]=[CH:23][CH:22]=1. Given the product [CH3:1][O:2][C:3]1[CH:4]=[N:5][C:6]2[C:11]([CH:12]=1)=[CH:10][C:9]([CH2:13][C:14]1[N:31]3[N:32]=[C:27]([C:21]4[CH:26]=[CH:25][CH:24]=[CH:23][CH:22]=4)[CH:28]=[CH:29][C:30]3=[N:33][N:34]=1)=[CH:8][CH:7]=2, predict the reactants needed to synthesize it. (7) Given the product [Br:17][C:8]1[CH:7]=[CH:6][C:4]([NH2:5])=[C:3]([CH3:9])[C:2]=1[Cl:1], predict the reactants needed to synthesize it. The reactants are: [Cl:1][C:2]1[C:3]([CH3:9])=[C:4]([CH:6]=[CH:7][CH:8]=1)[NH2:5].C1C(=O)N([Br:17])C(=O)C1.[O-]S([O-])(=S)=O.[Na+].[Na+].